This data is from Forward reaction prediction with 1.9M reactions from USPTO patents (1976-2016). The task is: Predict the product of the given reaction. Given the reactants [OH:1][C:2]1[N:6]([C:7]2[CH:12]=[CH:11][CH:10]=[CH:9][CH:8]=2)[N:5]=[C:4]([C:13]([OH:15])=[O:14])[CH:3]=1.[C:16](=O)([O-])[O-].[Cs+].[Cs+].IC, predict the reaction product. The product is: [CH3:16][O:1][C:2]1[N:6]([C:7]2[CH:12]=[CH:11][CH:10]=[CH:9][CH:8]=2)[N:5]=[C:4]([C:13]([OH:15])=[O:14])[CH:3]=1.